This data is from Reaction yield outcomes from USPTO patents with 853,638 reactions. The task is: Predict the reaction yield, written as a fraction of the theoretical maximum amount of product (1.0 means a 100% yield; for example, 0.34 means a 34% yield). (1) The reactants are [CH3:1][O:2][C:3]1[CH:4]=[C:5]2[C:10](=[CH:11][C:12]=1[O:13][CH3:14])[N:9]=[CH:8][CH:7]=[C:6]2[O:15][C:16]1[CH:22]=[CH:21][C:19]([NH2:20])=[CH:18][CH:17]=1.Cl[C:24](Cl)([O:26][C:27](=[O:33])OC(Cl)(Cl)Cl)Cl.[CH2:35](O)[CH2:36][CH2:37][CH2:38][CH2:39]C.C(=O)(O)[O-].[Na+]. The catalyst is C(Cl)Cl.C(N(CC)CC)C.C1(C)C=CC=CC=1. The product is [CH3:1][O:2][C:3]1[CH:4]=[C:5]2[C:10](=[CH:11][C:12]=1[O:13][CH3:14])[N:9]=[CH:8][CH:7]=[C:6]2[O:15][C:16]1[CH:22]=[CH:21][C:19]([NH:20][C:27](=[O:33])[O:26][CH2:24][CH2:35][CH2:36][CH2:37][CH2:38][CH3:39])=[CH:18][CH:17]=1. The yield is 0.700. (2) The reactants are C[C:2]1[CH:3]=[N:4][CH:5]=[C:6]([CH:10]=1)[C:7](O)=O.C([N:14]([CH2:18]C)C(C)C)(C)C.C1(P(N=[N+]=[N-])(C2C=CC=CC=2)=[O:27])C=CC=CC=1.[C:37]([OH:41])([CH3:40])([CH3:39])[CH3:38]. No catalyst specified. The product is [C:37]([O:41][C:18](=[O:27])[NH:14][C:2]1[CH:3]=[N:4][CH:5]=[C:6]([CH3:7])[CH:10]=1)([CH3:40])([CH3:39])[CH3:38]. The yield is 0.670. (3) The reactants are C([O-])([O-])=O.[Na+].[Na+].FC(F)(F)S(O[C:13]1[CH2:14][CH2:15][N:16]([C:19]([O:21][C:22]([CH3:25])([CH3:24])[CH3:23])=[O:20])[CH2:17][CH:18]=1)(=O)=O.S(O)(O)(=O)=O.[NH2:33][C:34]1[CH:35]=[C:36](B(O)O)[CH:37]=[CH:38][CH:39]=1.[NH2:33][C:34]1[CH:39]=[C:38](B(O)O)[CH:37]=[CH:36][CH:35]=1.[Cl-].[Li+]. The catalyst is C(COC)OC. The product is [NH2:33][C:34]1[CH:39]=[C:38]([C:13]2[CH2:14][CH2:15][N:16]([C:19]([O:21][C:22]([CH3:25])([CH3:24])[CH3:23])=[O:20])[CH2:17][CH:18]=2)[CH:37]=[CH:36][CH:35]=1. The yield is 0.810. (4) The reactants are CNC(=O)C1C=CC=C(C2C=CC([O:16][C@@H]3[C@@H](O)[C@@H](O)[C@H](O)[C@@H](CO)O3)=C(C)C=2)C=1.C([O:33][C@@H:34]1[C@@H:39]([O:40]C(=O)C)[C@@H:38]([CH2:44][O:45]C(=O)C)[O:37][C@H:36]([O:49][C:50]2[CH:55]=[CH:54][C:53](Br)=[CH:52][C:51]=2[F:57])[C@H:35]1CC([O-])=O)(=O)C.[CH3:62][O:63][C:64]([C:66]1[CH:67]=[C:68](B(O)O)[CH:69]=[CH:70][CH:71]=1)=[O:65]. No catalyst specified. The product is [F:57][C:51]1[CH:52]=[C:53]([C:68]2[CH:67]=[C:66]([CH:71]=[CH:70][CH:69]=2)[C:64]([O:63][CH3:62])=[O:65])[CH:54]=[CH:55][C:50]=1[O:49][C@@H:36]1[C@@H:35]([OH:16])[C@@H:34]([OH:33])[C@H:39]([OH:40])[C@@H:38]([CH2:44][OH:45])[O:37]1. The yield is 0.660. (5) The yield is 0.380. The reactants are C(N(CC)CC)C.[CH2:8]([O:15][C:16]1[CH:21]=[CH:20][C:19]([N:22]([CH2:33][CH2:34][OH:35])[C:23]([C:25]2[C:26](Cl)=[N:27][CH:28]=[N:29][C:30]=2[Cl:31])=[O:24])=[CH:18][C:17]=1[F:36])[C:9]1[CH:14]=[CH:13][CH:12]=[CH:11][CH:10]=1. The catalyst is C(#N)C. The product is [CH2:8]([O:15][C:16]1[CH:21]=[CH:20][C:19]([N:22]2[C:23](=[O:24])[C:25]3[C:30]([Cl:31])=[N:29][CH:28]=[N:27][C:26]=3[O:35][CH2:34][CH2:33]2)=[CH:18][C:17]=1[F:36])[C:9]1[CH:14]=[CH:13][CH:12]=[CH:11][CH:10]=1.